Dataset: Peptide-MHC class II binding affinity with 134,281 pairs from IEDB. Task: Regression. Given a peptide amino acid sequence and an MHC pseudo amino acid sequence, predict their binding affinity value. This is MHC class II binding data. (1) The peptide sequence is KEYTFPITLSSTSNP. The MHC is HLA-DPA10201-DPB10501 with pseudo-sequence HLA-DPA10201-DPB10501. The binding affinity (normalized) is 0.217. (2) The peptide sequence is LCHLVTKETPDRLTD. The MHC is DRB1_0101 with pseudo-sequence DRB1_0101. The binding affinity (normalized) is 0.506.